Predict the product of the given reaction. From a dataset of Forward reaction prediction with 1.9M reactions from USPTO patents (1976-2016). Given the reactants FC(F)(F)C(O)=O.[OH:8][CH2:9][CH2:10][C:11]1[CH:38]=[CH:37][C:14]([O:15][CH2:16][CH2:17][NH+:18]2[CH2:36][CH2:35][C:21]3([O:26][CH2:25][CH2:24][N:23]([C:27]([C:29]4[N:30]=[C:31]([CH3:34])[S:32][CH:33]=4)=[O:28])[CH2:22]3)[CH2:20][CH2:19]2)=[CH:13][CH:12]=1.CC(OI1(OC(C)=O)(OC(C)=O)OC(=O)C2C=CC=CC1=2)=O.S([O-])([O-])(=O)=S.[Na+].[Na+].C(=O)(O)[O-].[Na+], predict the reaction product. The product is: [CH3:34][C:31]1[S:32][CH:33]=[C:29]([C:27]([N:23]2[CH2:22][C:21]3([CH2:35][CH2:36][N:18]([CH2:17][CH2:16][O:15][C:14]4[CH:37]=[CH:38][C:11]([CH2:10][CH:9]=[O:8])=[CH:12][CH:13]=4)[CH2:19][CH2:20]3)[O:26][CH2:25][CH2:24]2)=[O:28])[N:30]=1.